This data is from Full USPTO retrosynthesis dataset with 1.9M reactions from patents (1976-2016). The task is: Predict the reactants needed to synthesize the given product. (1) Given the product [Br:1][C:2]1[CH:7]=[CH:6][C:5]([NH:8][C:9]2[O:22][C:13]3[CH:14]=[CH:15][C:16]([C:18]([F:19])([F:20])[F:21])=[CH:17][C:12]=3[N:11]=2)=[CH:4][CH:3]=1, predict the reactants needed to synthesize it. The reactants are: [Br:1][C:2]1[CH:7]=[CH:6][C:5]([N:8]=[C:9]=S)=[CH:4][CH:3]=1.[NH2:11][C:12]1[CH:17]=[C:16]([C:18]([F:21])([F:20])[F:19])[CH:15]=[CH:14][C:13]=1[OH:22].C(N(CC)CC)C. (2) Given the product [CH3:37][C:30]1[CH:29]=[C:28]([N:23]2[CH2:24][CH2:25][N:20]([C:17]3[CH:18]=[CH:19][C:14]([C:13](=[O:26])[NH:12][C:9]4[CH:10]=[C:11]5[C:6]([CH:5]=[CH:4][N:3]5[CH2:1][CH3:2])=[CH:7][CH:8]=4)=[CH:15][N:16]=3)[CH2:21][CH2:22]2)[CH:36]=[CH:35][C:31]=1[C:32]([OH:34])=[O:33], predict the reactants needed to synthesize it. The reactants are: [CH2:1]([N:3]1[C:11]2[C:6](=[CH:7][CH:8]=[C:9]([NH:12][C:13](=[O:26])[C:14]3[CH:19]=[CH:18][C:17]([N:20]4[CH2:25][CH2:24][NH:23][CH2:22][CH2:21]4)=[N:16][CH:15]=3)[CH:10]=2)[CH:5]=[CH:4]1)[CH3:2].Br[C:28]1[CH:36]=[CH:35][C:31]([C:32]([OH:34])=[O:33])=[C:30]([CH3:37])[CH:29]=1.C(C1C=C(NC(C2C=CC(N3CCN(C4C=CC(C(O)=O)=CC=4)CC3)=C(F)C=2)=O)C=CC=1)(C)(C)C. (3) The reactants are: [CH2:1]([O:3][C:4]([C:6]1([CH3:27])[CH2:11][CH2:10][N:9]([C:12]2[CH2:26][C:15]3([CH2:18][N:17](C(OC(C)(C)C)=O)[CH2:16]3)[O:14][N:13]=2)[CH2:8][CH2:7]1)=[O:5])[CH3:2].[CH:28]1([C:32]2[C:39]([O:40][CH2:41][CH3:42])=[CH:38][C:35]([CH:36]=O)=[CH:34][C:33]=2[CH:43]2[CH2:45][CH2:44]2)[CH2:31][CH2:30][CH2:29]1. Given the product [CH:28]1([C:32]2[C:39]([O:40][CH2:41][CH3:42])=[CH:38][C:35]([CH2:36][N:17]3[CH2:18][C:15]4([CH2:26][C:12]([N:9]5[CH2:8][CH2:7][C:6]([CH3:27])([C:4]([O:3][CH2:1][CH3:2])=[O:5])[CH2:11][CH2:10]5)=[N:13][O:14]4)[CH2:16]3)=[CH:34][C:33]=2[CH:43]2[CH2:44][CH2:45]2)[CH2:31][CH2:30][CH2:29]1, predict the reactants needed to synthesize it. (4) Given the product [ClH:46].[ClH:46].[ClH:46].[N+:1]([C:4]1[CH:9]=[CH:8][C:7]([C:10]2[N:11]=[C:12]3[C:18]4[CH:19]=[CH:20][CH:21]=[CH:22][C:17]=4[NH:16][C:15]4[N:23]=[CH:24][CH:25]=[CH:26][C:14]=4[N:13]3[C:27]=2[C:28]2[CH:29]=[CH:30][C:31]([C:34]3([NH2:38])[CH2:37][CH2:36][CH2:35]3)=[CH:32][CH:33]=2)=[CH:6][CH:5]=1)([O-:3])=[O:2], predict the reactants needed to synthesize it. The reactants are: [N+:1]([C:4]1[CH:9]=[CH:8][C:7]([C:10]2[N:11]=[C:12]3[C:18]4[CH:19]=[CH:20][CH:21]=[CH:22][C:17]=4[NH:16][C:15]4[N:23]=[CH:24][CH:25]=[CH:26][C:14]=4[N:13]3[C:27]=2[C:28]2[CH:33]=[CH:32][C:31]([C:34]3([NH:38]C(=O)OC(C)(C)C)[CH2:37][CH2:36][CH2:35]3)=[CH:30][CH:29]=2)=[CH:6][CH:5]=1)([O-:3])=[O:2].[ClH:46].O1CCOCC1. (5) Given the product [C:5](/[C:7](=[C:13](\[C:35]([OH:37])=[O:36])/[CH2:14][CH2:15][CH2:16][CH2:17][CH2:18][CH2:19][CH2:20][CH2:21][CH2:22][CH2:23][CH2:24][CH2:25][CH2:26][CH2:27][CH2:28][CH2:29][O:30][S:31]([OH:34])(=[O:33])=[O:32])/[CH2:8][C:9]([OH:11])=[O:10])([OH:6])=[O:4], predict the reactants needed to synthesize it. The reactants are: [Li+].[OH-].C[O:4][C:5](/[C:7](=[C:13](\[C:35]([O:37]C)=[O:36])/[CH2:14][CH2:15][CH2:16][CH2:17][CH2:18][CH2:19][CH2:20][CH2:21][CH2:22][CH2:23][CH2:24][CH2:25][CH2:26][CH2:27][CH2:28][CH2:29][O:30][S:31]([OH:34])(=[O:33])=[O:32])/[CH2:8][C:9]([O:11]C)=[O:10])=[O:6].O.